Dataset: Forward reaction prediction with 1.9M reactions from USPTO patents (1976-2016). Task: Predict the product of the given reaction. (1) The product is: [CH3:28][O:29][C:30](=[O:62])[CH2:31][C:32]1[C:33](=[O:61])[N:34]([CH2:54][C:55]2[CH:60]=[CH:59][CH:58]=[CH:57][CH:56]=2)[C:35]2[C:40]([CH:41]=1)=[CH:39][CH:38]=[C:37]([O:42][CH2:43][CH2:44][CH2:45][NH2:46])[CH:36]=2. Given the reactants COC(=O)CC1CC2C(=CC(OCCNC(OC(C)(C)C)=O)=CC=2)NC1=O.[CH3:28][O:29][C:30](=[O:62])[CH2:31][C:32]1[C:33](=[O:61])[N:34]([CH2:54][C:55]2[CH:60]=[CH:59][CH:58]=[CH:57][CH:56]=2)[C:35]2[C:40]([CH:41]=1)=[CH:39][CH:38]=[C:37]([O:42][CH2:43][CH2:44][CH2:45][NH:46]C(OC(C)(C)C)=O)[CH:36]=2, predict the reaction product. (2) Given the reactants [C:1]1([C:7]2[C:13]3[CH:14]=[CH:15][CH:16]=[CH:17][C:12]=3[CH2:11][CH2:10][CH2:9][N:8]=2)[CH:6]=[CH:5][CH:4]=[CH:3][CH:2]=1.[CH3:18][O:19][C:20]1[CH:21]=[C:22]([CH:28]=[C:29]([O:31][CH3:32])[CH:30]=1)[O:23][CH2:24][C:25](O)=[O:26].C(N(CC)CC)C.O=C1N(P(Cl)(N2CCOC2=O)=O)CCO1, predict the reaction product. The product is: [CH3:18][O:19][C:20]1[CH:21]=[C:22]([CH:28]=[C:29]([O:31][CH3:32])[CH:30]=1)[O:23][C@H:24]1[C@:7]2([C:1]3[CH:2]=[CH:3][CH:4]=[CH:5][CH:6]=3)[C:13]3[CH:14]=[CH:15][CH:16]=[CH:17][C:12]=3[CH2:11][CH2:10][CH2:9][N:8]2[C:25]1=[O:26]. (3) Given the reactants C[O:2][C:3]([C:5]1[C:6](Cl)=[N:7][C:8]2[C:13]([C:14]=1[C:15]1[CH:20]=[CH:19][CH:18]=[CH:17][CH:16]=1)=[CH:12][CH:11]=[CH:10][C:9]=2[CH2:21][CH3:22])=[O:4].[CH3:24][NH:25][CH3:26], predict the reaction product. The product is: [CH3:24][N:25]([CH3:26])[C:6]1[C:5]([C:3]([OH:2])=[O:4])=[C:14]([C:15]2[CH:20]=[CH:19][CH:18]=[CH:17][CH:16]=2)[C:13]2[C:8](=[C:9]([CH2:21][CH3:22])[CH:10]=[CH:11][CH:12]=2)[N:7]=1. (4) Given the reactants [CH3:1][C:2]1([CH3:9])[CH2:7][CH2:6][CH2:5][CH:4]([OH:8])[CH2:3]1.C[Si]([N-][Si](C)(C)C)(C)C.[Na+].Cl[C:21]1[CH:26]=[CH:25][C:24]([C:27]#[N:28])=[CH:23][N:22]=1, predict the reaction product. The product is: [CH3:1][C:2]1([CH3:9])[CH2:7][CH2:6][CH2:5][CH:4]([O:8][C:21]2[N:22]=[CH:23][C:24]([C:27]#[N:28])=[CH:25][CH:26]=2)[CH2:3]1. (5) Given the reactants [NH2:1][C:2]1[N:16]=[CH:15][C:14](Br)=[CH:13][C:3]=1[C:4]([NH:6][C:7]1[CH:12]=[CH:11][N:10]=[CH:9][CH:8]=1)=[O:5].[C:18]([NH:25][C:26]1[CH:27]=[C:28](B(O)O)[CH:29]=[CH:30][CH:31]=1)([O:20][C:21]([CH3:24])([CH3:23])[CH3:22])=[O:19], predict the reaction product. The product is: [C:21]([O:20][C:18](=[O:19])[NH:25][C:26]1[CH:31]=[CH:30][CH:29]=[C:28]([C:14]2[CH:15]=[N:16][C:2]([NH2:1])=[C:3]([C:4](=[O:5])[NH:6][C:7]3[CH:12]=[CH:11][N:10]=[CH:9][CH:8]=3)[CH:13]=2)[CH:27]=1)([CH3:24])([CH3:22])[CH3:23].